From a dataset of Forward reaction prediction with 1.9M reactions from USPTO patents (1976-2016). Predict the product of the given reaction. (1) Given the reactants [NH2:1][C:2]1[C:3]2[C:13]([O:14][CH2:15][C:16]([NH:19][C:20](=[O:34])[C:21]3[CH:26]=[CH:25][N:24]=[C:23]([N:27]4[CH:31]=[C:30]([CH:32]=[O:33])[N:29]=[CH:28]4)[CH:22]=3)([CH3:18])[CH3:17])=[CH:12][CH:11]=[CH:10][C:4]=2[NH:5][S:6](=[O:9])(=[O:8])[N:7]=1.[BH4-].[Na+], predict the reaction product. The product is: [NH2:1][C:2]1[C:3]2[C:13]([O:14][CH2:15][C:16]([NH:19][C:20](=[O:34])[C:21]3[CH:26]=[CH:25][N:24]=[C:23]([N:27]4[CH:31]=[C:30]([CH2:32][OH:33])[N:29]=[CH:28]4)[CH:22]=3)([CH3:17])[CH3:18])=[CH:12][CH:11]=[CH:10][C:4]=2[NH:5][S:6](=[O:8])(=[O:9])[N:7]=1. (2) Given the reactants [NH2:1][C@H:2]1[CH2:6][N:5]([CH2:7][C:8]2[CH:13]=[CH:12][CH:11]=[CH:10][CH:9]=2)[CH2:4][C@H:3]1[OH:14].C1N=CN([C:20](N2C=NC=C2)=[O:21])C=1, predict the reaction product. The product is: [CH2:7]([N:5]1[CH2:4][C@@H:3]2[C@@H:2]([NH:1][C:20](=[O:21])[O:14]2)[CH2:6]1)[C:8]1[CH:13]=[CH:12][CH:11]=[CH:10][CH:9]=1. (3) Given the reactants [OH:1][C:2]1[CH:3]=[C:4]([CH:7]=[CH:8][CH:9]=1)[CH:5]=O.[CH3:10][C:11]1[CH:16]=[C:15]([CH3:17])[CH:14]=[C:13]([CH3:18])[C:12]=1[CH:19]1[CH2:24][C:23](=O)[CH2:22][C:21](=[O:26])[CH2:20]1.C([O-])(=O)C.[NH4+].[CH3:32][S:33]([CH2:36][C:37](=O)[CH3:38])(=[O:35])=[O:34].F[B-](F)(F)F.C([N+:49]1C=CN(C)C=1)CCC, predict the reaction product. The product is: [OH:1][C:2]1[CH:3]=[C:4]([CH:5]2[C:22]3[C:21](=[O:26])[CH2:20][CH:19]([C:12]4[C:13]([CH3:18])=[CH:14][C:15]([CH3:17])=[CH:16][C:11]=4[CH3:10])[CH2:24][C:23]=3[NH:49][C:37]([CH3:38])=[C:36]2[S:33]([CH3:32])(=[O:35])=[O:34])[CH:7]=[CH:8][CH:9]=1. (4) Given the reactants [F:1][C:2]1[CH:3]=[C:4]([NH:9][C:10]2[O:11][CH2:12][C:13](=[O:20])[C:14]=2[C:15]([O:17][CH2:18][CH3:19])=[O:16])[CH:5]=[CH:6][C:7]=1[F:8].[NH:21]1[C:29]2[C:24](=[CH:25][CH:26]=[CH:27][N:28]=2)[C:23]([CH:30]=O)=[CH:22]1.C(O)C.[OH-].[Na+], predict the reaction product. The product is: [NH:21]1[C:29]2=[N:28][CH:27]=[CH:26][CH:25]=[C:24]2[C:23]([CH:30]=[C:12]2[O:11][C:10]([NH:9][C:4]3[CH:5]=[CH:6][C:7]([F:8])=[C:2]([F:1])[CH:3]=3)=[C:14]([C:15]([O:17][CH2:18][CH3:19])=[O:16])[C:13]2=[O:20])=[CH:22]1. (5) The product is: [S:1]1[C:5]2[CH:6]=[CH:7][CH:8]=[CH:9][C:4]=2[N:3]=[C:2]1[NH:10][C:11]1[CH:12]=[CH:13][C:14]([O:15][C:16]2[N:25]=[CH:24][CH:23]=[CH:22][C:17]=2[C:18]([OH:20])=[O:19])=[CH:26][CH:27]=1. Given the reactants [S:1]1[C:5]2[CH:6]=[CH:7][CH:8]=[CH:9][C:4]=2[N:3]=[C:2]1[NH:10][C:11]1[CH:27]=[CH:26][C:14]([O:15][C:16]2[N:25]=[CH:24][CH:23]=[CH:22][C:17]=2[C:18]([O:20]C)=[O:19])=[CH:13][CH:12]=1.C1COCC1.O.[OH-].[Li+], predict the reaction product.